This data is from SARS-CoV-2 main protease (3CLPro) crystallographic fragment screen with 879 compounds. The task is: Binary Classification. Given a drug SMILES string, predict its activity (active/inactive) in a high-throughput screening assay against a specified biological target. (1) The compound is Cc1cc(N2CCNCC2)nc(C)n1. The result is 0 (inactive). (2) The drug is Cc1noc(C)c1C(=O)NCCC1=CCCCC1. The result is 0 (inactive). (3) The drug is OCC1CCN(c2ncccn2)CC1. The result is 0 (inactive). (4) The compound is CCC(=O)Nc1ccc(S(N)(=O)=O)cc1. The result is 0 (inactive). (5) The molecule is CNS(=O)(=O)c1ccccc1Cl. The result is 0 (inactive). (6) The result is 0 (inactive). The drug is COc1ccc(C2(C(=O)O)CCOCC2)cc1. (7) The drug is O=c1[nH]cc(N2CCOCC2)c(=O)[nH]1. The result is 0 (inactive).